Dataset: Catalyst prediction with 721,799 reactions and 888 catalyst types from USPTO. Task: Predict which catalyst facilitates the given reaction. (1) Reactant: [F:1][C:2]1[CH:20]=[C:19]([C:21]([F:24])([F:23])[F:22])[CH:18]=[CH:17][C:3]=1[C:4]([NH:6][CH2:7][CH2:8][N:9]1[CH:13]=[C:12]([C:14]([OH:16])=O)[N:11]=[N:10]1)=[O:5].[B:25]1([C@@H:38]([NH2:46])[CH2:39][C:40]2[CH:45]=[CH:44][CH:43]=[CH:42][CH:41]=2)[O:33][C@:32]2([CH3:34])[C@@H:27]([CH2:28][C@H:29]3[C:35]([CH3:37])([CH3:36])[C@@H:31]2[CH2:30]3)[O:26]1.Cl.C(N(CC)C(C)C)(C)C.CN(C(ON1N=NC2C=CC=NC1=2)=[N+](C)C)C.F[P-](F)(F)(F)(F)F. Product: [C:40]1([CH2:39][C@H:38]([NH:46][C:14]([C:12]2[N:11]=[N:10][N:9]([CH2:8][CH2:7][NH:6][C:4](=[O:5])[C:3]3[CH:17]=[CH:18][C:19]([C:21]([F:24])([F:22])[F:23])=[CH:20][C:2]=3[F:1])[CH:13]=2)=[O:16])[B:25]2[O:26][C@H:27]3[C@:32]([CH3:34])([C@H:31]4[CH2:30][C@@H:29]([CH2:28]3)[C:35]4([CH3:36])[CH3:37])[O:33]2)[CH:45]=[CH:44][CH:43]=[CH:42][CH:41]=1. The catalyst class is: 3. (2) Reactant: [CH2:1]([OH:9])[CH2:2][CH2:3][CH2:4][CH2:5][CH2:6][CH2:7][CH3:8].C(=O)([O-])O.[Na+].CC1(C)N([O])C(C)(C)CC(OC)C1.[Br-].[Na+].C1C(=O)N(Cl)C(=O)C1. Product: [CH:1](=[O:9])[CH2:2][CH2:3][CH2:4][CH2:5][CH2:6][CH2:7][CH3:8]. The catalyst class is: 26. (3) Reactant: Cl.[Br:2][C:3]1[N:7]2[CH:8]=[C:9]([CH:21]3[CH2:23][CH2:22]3)[C:10]([O:12][CH2:13][C:14]3([CH3:20])[CH2:19][CH2:18][NH:17][CH2:16][CH2:15]3)=[CH:11][C:6]2=[N:5][N:4]=1.CC1C=CC(S(O[C@@H:35]([C:37]2[CH:42]=[C:41]([Cl:43])[CH:40]=[C:39]([Cl:44])[CH:38]=2)[CH3:36])(=O)=O)=CC=1.C(=O)([O-])[O-].[K+].[K+]. Product: [Br:2][C:3]1[N:7]2[CH:8]=[C:9]([CH:21]3[CH2:23][CH2:22]3)[C:10]([O:12][CH2:13][C:14]3([CH3:20])[CH2:19][CH2:18][N:17]([C@H:35]([C:37]4[CH:42]=[C:41]([Cl:43])[CH:40]=[C:39]([Cl:44])[CH:38]=4)[CH3:36])[CH2:16][CH2:15]3)=[CH:11][C:6]2=[N:5][N:4]=1. The catalyst class is: 35. (4) Reactant: [CH2:1]([CH:4]([CH2:10][CH2:11][CH3:12])[CH2:5][CH2:6][CH2:7][CH:8]=[CH2:9])[CH2:2][CH3:3].ClC1C=C(C=CC=1)C(OO)=[O:18]. Product: [CH2:10]([CH:4]([CH2:1][CH2:2][CH3:3])[CH2:5][CH2:6][CH2:7][CH:8]1[CH2:9][O:18]1)[CH2:11][CH3:12]. The catalyst class is: 4. (5) Reactant: C([NH:4][CH2:5][C:6]1[CH:7]=[C:8]([N:13]2[CH2:18][CH2:17][N:16]([C:19]([O:21][C:22]([CH3:25])([CH3:24])[CH3:23])=[O:20])[CH2:15][CH2:14]2)[CH:9]=[CH:10][C:11]=1[NH2:12])(=O)C.[OH-].[K+].O. Product: [NH2:12][C:11]1[CH:10]=[CH:9][C:8]([N:13]2[CH2:18][CH2:17][N:16]([C:19]([O:21][C:22]([CH3:23])([CH3:25])[CH3:24])=[O:20])[CH2:15][CH2:14]2)=[CH:7][C:6]=1[CH2:5][NH2:4]. The catalyst class is: 8. (6) Reactant: [Cl:1][C:2]1[CH:23]=[C:22]([Cl:24])[CH:21]=[CH:20][C:3]=1[CH2:4][O:5][C:6]1[CH:11]=[C:10]([O:12][CH:13]([CH3:15])[CH3:14])[CH:9]=[CH:8][C:7]=1[CH2:16][CH2:17][CH2:18][OH:19].O[C:26]1[CH:30]=[C:29]([CH2:31][CH2:32][C:33]([O:35]CC)=[O:34])[N:28]([C:38]2[CH:43]=[CH:42][CH:41]=[CH:40][CH:39]=2)[N:27]=1.C(P(CCCC)CCCC)CCC.N(C(N1CCCCC1)=O)=NC(N1CCCCC1)=O.O1CCCC1CO.[OH-].[Na+].Cl. Product: [Cl:1][C:2]1[CH:23]=[C:22]([Cl:24])[CH:21]=[CH:20][C:3]=1[CH2:4][O:5][C:6]1[CH:11]=[C:10]([O:12][CH:13]([CH3:14])[CH3:15])[CH:9]=[CH:8][C:7]=1[CH2:16][CH2:17][CH2:18][O:19][C:26]1[CH:30]=[C:29]([CH2:31][CH2:32][C:33]([OH:35])=[O:34])[N:28]([C:38]2[CH:43]=[CH:42][CH:41]=[CH:40][CH:39]=2)[N:27]=1. The catalyst class is: 7. (7) Reactant: [N+:1]([C:4]1[CH:9]=[CH:8][C:7]([C:10]2([C:15]#[N:16])[CH2:14][CH2:13][CH2:12][CH2:11]2)=[CH:6][CH:5]=1)([O-:3])=[O:2].[OH-:17].[Na+]. The catalyst class is: 88. Product: [N+:1]([C:4]1[CH:5]=[CH:6][C:7]([C:10]2([C:15]([NH2:16])=[O:17])[CH2:14][CH2:13][CH2:12][CH2:11]2)=[CH:8][CH:9]=1)([O-:3])=[O:2]. (8) The catalyst class is: 112. Product: [Cl:1][C:2]1[CH:10]=[CH:9][C:5]([C:6]([CH:16]2[C:17](=[O:19])[O:18][C:13]([CH3:21])([CH3:12])[O:14][C:15]2=[O:20])=[O:8])=[C:4]([F:11])[CH:3]=1. Reactant: [Cl:1][C:2]1[CH:10]=[CH:9][C:5]([C:6]([OH:8])=O)=[C:4]([F:11])[CH:3]=1.[CH3:12][C:13]1([CH3:21])[O:18][C:17](=[O:19])[CH2:16][C:15](=[O:20])[O:14]1.CCN=C=NCCCN(C)C.Cl. (9) Reactant: [I:1][C:2]1[CH:8]=[CH:7][C:5]([NH2:6])=[CH:4][CH:3]=1.[C:9]1(=O)[CH2:13][CH2:12][CH2:11][CH2:10]1.C[Si]([C:19]#[N:20])(C)C.[OH-].[NH4+]. Product: [I:1][C:2]1[CH:8]=[CH:7][C:5]([NH:6][C:9]2([C:19]#[N:20])[CH2:13][CH2:12][CH2:11][CH2:10]2)=[CH:4][CH:3]=1. The catalyst class is: 15. (10) Reactant: [N:1]1[CH:6]=[C:5](/[CH:7]=[CH:8]/[C:9]([O:11][CH3:12])=[O:10])[CH:4]=[N:3][CH:2]=1. Product: [N:1]1[CH:6]=[C:5]([CH2:7][CH2:8][C:9]([O:11][CH3:12])=[O:10])[CH:4]=[N:3][CH:2]=1. The catalyst class is: 19.